The task is: Predict the reaction yield, written as a fraction of the theoretical maximum amount of product (1.0 means a 100% yield; for example, 0.34 means a 34% yield).. This data is from Reaction yield outcomes from USPTO patents with 853,638 reactions. (1) The reactants are [Br:1][C:2]1[CH:10]=[C:6]([C:7]([OH:9])=O)[C:5]([OH:11])=[CH:4][CH:3]=1.[F:12][C:13]1[CH:14]=[C:15]([CH:17]=[C:18]([F:20])[CH:19]=1)[NH2:16]. No catalyst specified. The product is [Br:1][C:2]1[CH:3]=[CH:4][C:5]([OH:11])=[C:6]([CH:10]=1)[C:7]([NH:16][C:15]1[CH:14]=[C:13]([F:12])[CH:19]=[C:18]([F:20])[CH:17]=1)=[O:9]. The yield is 0.363. (2) The product is [C:9]([C:8]1[CH:11]=[CH:12][C:5]([N:4]([CH2:3][CH2:2][F:1])[CH2:43][C:44]([O:46][CH3:47])=[O:45])=[CH:6][C:7]=1[C:13]([F:14])([F:15])[F:16])#[N:10]. The catalyst is C(#N)C. The reactants are [F:1][CH2:2][CH2:3][NH:4][C:5]1[CH:12]=[CH:11][C:8]([C:9]#[N:10])=[C:7]([C:13]([F:16])([F:15])[F:14])[CH:6]=1.FCCN(CCF)C1C=CC(C#N)=C(C(F)(F)F)C=1.C([O-])([O-])=O.[Cs+].[Cs+].Br[CH2:43][C:44]([O:46][CH3:47])=[O:45]. The yield is 0.500. (3) The reactants are Br[C:2]1[N:10]([CH2:11][C:12]2[CH:17]=[CH:16][C:15]([Cl:18])=[CH:14][CH:13]=2)[C:9]2[C:8](=[O:19])[N:7]([CH2:20][CH2:21][CH2:22][O:23][CH:24]3[CH2:29][CH2:28][CH2:27][CH2:26][O:25]3)[C:6](=[O:30])[N:5]([CH3:31])[C:4]=2[N:3]=1.[CH2:32]([OH:35])[C:33]#[CH:34]. The yield is 0.595. The catalyst is CN(C=O)C.Cl[Pd](Cl)([P](C1C=CC=CC=1)(C1C=CC=CC=1)C1C=CC=CC=1)[P](C1C=CC=CC=1)(C1C=CC=CC=1)C1C=CC=CC=1.[Cu](I)I. The product is [Cl:18][C:15]1[CH:16]=[CH:17][C:12]([CH2:11][N:10]2[C:9]3[C:8](=[O:19])[N:7]([CH2:20][CH2:21][CH2:22][O:23][CH:24]4[CH2:29][CH2:28][CH2:27][CH2:26][O:25]4)[C:6](=[O:30])[N:5]([CH3:31])[C:4]=3[N:3]=[C:2]2[C:34]#[C:33][CH2:32][OH:35])=[CH:13][CH:14]=1. (4) The reactants are [CH3:1][CH:2]([NH:4][CH2:5][CH:6]([OH:19])[CH2:7][O:8][C:9]1[CH:10]=[CH:11][CH:12]=[C:13]2[CH:18]=[CH:17][CH:16]=[CH:15][C:14]=12)[CH3:3].Cl.C(N(CC)CC)C.C1CCC(N=C=NC2CCCCC2)CC1. The catalyst is CN(C1C=CN=CC=1)C.ClCCl. The product is [CH3:3][CH:2]([NH:4][CH2:5][CH:6]([OH:19])[CH2:7][O:8][C:9]1[CH:10]=[CH:11][CH:12]=[C:13]2[CH:18]=[CH:17][CH:16]=[CH:15][C:14]=12)[CH3:1]. The yield is 0.680. (5) The product is [N:1]1[C:6]2[CH2:7][CH2:8][C:9]3[CH:15]=[CH:14][CH:13]=[CH:12][C:10]=3[N:11]([CH2:18][CH2:17][C:16]#[N:19])[C:5]=2[CH:4]=[CH:3][CH:2]=1. The yield is 0.320. The reactants are [N:1]1[C:6]2[CH2:7][CH2:8][C:9]3[CH:15]=[CH:14][CH:13]=[CH:12][C:10]=3[NH:11][C:5]=2[CH:4]=[CH:3][CH:2]=1.[C:16](#[N:19])[CH:17]=[CH2:18]. The catalyst is C1(C)C=CC=CC=1. (6) The reactants are [OH:1][C:2]1[CH:9]=[CH:8][C:5]([CH:6]=O)=[CH:4][CH:3]=1.[CH3:10][C@H:11]1[CH2:16][NH:15][C@H:14]([CH3:17])[CH2:13][N:12]1[C@H:18]([C:25]1[CH:37]=[CH:36][C:28]([C:29]([N:31]([CH2:34][CH3:35])[CH2:32][CH3:33])=[O:30])=[CH:27][CH:26]=1)[C:19]1[CH:24]=[CH:23][CH:22]=[CH:21][CH:20]=1.C(O[BH-](OC(=O)C)OC(=O)C)(=O)C.[Na+]. The catalyst is C(O)(=O)C.O1CCCC1. The product is [CH3:10][C@H:11]1[CH2:16][N:15]([CH2:6][C:5]2[CH:8]=[CH:9][C:2]([OH:1])=[CH:3][CH:4]=2)[C@H:14]([CH3:17])[CH2:13][N:12]1[C@H:18]([C:25]1[CH:26]=[CH:27][C:28]([C:29]([N:31]([CH2:34][CH3:35])[CH2:32][CH3:33])=[O:30])=[CH:36][CH:37]=1)[C:19]1[CH:20]=[CH:21][CH:22]=[CH:23][CH:24]=1. The yield is 0.730. (7) The reactants are [N:1]1[C:8](Cl)=[N:7][C:5](Cl)=[N:4][C:2]=1Cl.C([N:13](CC)[CH:14]([CH3:16])[CH3:15])(C)C.[F:19][C:20]1C=C(C=[CH:26][C:27]=1N)OC.[CH:29]1([NH2:36])[CH2:35][CH2:34][CH2:33][CH2:32][CH2:31][CH2:30]1.[CH3:37][N:38]1[CH2:43][CH2:42][CH:41]([NH:44][CH3:45])[CH2:40][CH2:39]1.[C:46](=[O:49])(O)[O-].[Na+]. The catalyst is O1CCOCC1.CC#N.[Cl-].[Na+].O. The product is [CH:29]1([NH:36][C:2]2[N:4]=[C:5]([NH:13][C:14]3[CH:15]=[CH:26][C:27]([O:49][CH3:46])=[C:20]([F:19])[CH:16]=3)[N:7]=[C:8]([N:44]([CH3:45])[CH:41]3[CH2:42][CH2:43][N:38]([CH3:37])[CH2:39][CH2:40]3)[N:1]=2)[CH2:35][CH2:34][CH2:33][CH2:32][CH2:31][CH2:30]1. The yield is 0.280. (8) The reactants are [CH2:1]([N:3]([CH2:25][CH3:26])[C@H:4]1[CH2:7][C@H:6]([CH2:8][N:9]2[C:17]3[C:12](=[C:13]([C:19]([F:22])([F:21])[F:20])[CH:14]=[C:15]([I:18])[CH:16]=3)[C:11](=[O:23])[C:10]2=[O:24])[CH2:5]1)[CH3:2].[Cl:27][C:28]1[CH:33]=[C:32]([Cl:34])[CH:31]=[CH:30][C:29]=1[Mg]I.C(=O)(O)[O-].[Na+]. The catalyst is O1CCCC1.CCOCC. The product is [Cl:27][C:28]1[CH:33]=[C:32]([Cl:34])[CH:31]=[CH:30][C:29]=1[C:11]1([OH:23])[C:12]2[C:17](=[CH:16][C:15]([I:18])=[CH:14][C:13]=2[C:19]([F:21])([F:20])[F:22])[N:9]([CH2:8][C@H:6]2[CH2:5][C@H:4]([N:3]([CH2:1][CH3:2])[CH2:25][CH3:26])[CH2:7]2)[C:10]1=[O:24]. The yield is 0.860.